This data is from Forward reaction prediction with 1.9M reactions from USPTO patents (1976-2016). The task is: Predict the product of the given reaction. (1) Given the reactants FC(F)(F)[C:3]1[CH:23]=[CH:22][C:6]([CH2:7][C@H:8]2[CH2:12][O:11][S:10](=[O:14])(=[O:13])[N:9]2[C:15]([O:17][C:18]([CH3:21])([CH3:20])[CH3:19])=[O:16])=[CH:5][CH:4]=1.C(OC(N[C@@H](CC1C=CC([Cl:45])=CC=1)C(O)=O)=O)(C)(C)C.C(OC(N[C@@H](CC1C=CC(C(F)(F)F)=CC=1)C(O)=O)=O)(C)(C)C, predict the reaction product. The product is: [Cl:45][C:3]1[CH:23]=[CH:22][C:6]([CH2:7][C@H:8]2[CH2:12][O:11][S:10](=[O:14])(=[O:13])[N:9]2[C:15]([O:17][C:18]([CH3:21])([CH3:20])[CH3:19])=[O:16])=[CH:5][CH:4]=1. (2) Given the reactants [C:1]([C:3]1[C:4]([N:18]2[CH2:23][CH2:22][NH:21][CH2:20][CH2:19]2)=[N:5][C:6]([C:14]([F:17])([F:16])[F:15])=[C:7]([CH:13]=1)[C:8]([O:10][CH2:11][CH3:12])=[O:9])#[N:2].[N:24]([C:27]1[CH:32]=[CH:31][C:30]([O:33][C:34]2[CH:39]=[CH:38][CH:37]=[CH:36][CH:35]=2)=[CH:29][CH:28]=1)=[C:25]=[O:26], predict the reaction product. The product is: [C:1]([C:3]1[C:4]([N:18]2[CH2:23][CH2:22][N:21]([C:25]([NH:24][C:27]3[CH:32]=[CH:31][C:30]([O:33][C:34]4[CH:35]=[CH:36][CH:37]=[CH:38][CH:39]=4)=[CH:29][CH:28]=3)=[O:26])[CH2:20][CH2:19]2)=[N:5][C:6]([C:14]([F:15])([F:17])[F:16])=[C:7]([CH:13]=1)[C:8]([O:10][CH2:11][CH3:12])=[O:9])#[N:2].